Dataset: Forward reaction prediction with 1.9M reactions from USPTO patents (1976-2016). Task: Predict the product of the given reaction. (1) Given the reactants [F:1][C:2]1[CH:3]=[C:4]([C:8]2[S:9][CH:10]=[CH:11][CH:12]=2)[CH:5]=[CH:6][CH:7]=1.[Br:13][C:14]1[CH:15]=[CH:16][C:17]([F:22])=[C:18]([CH:21]=1)[CH:19]=O, predict the reaction product. The product is: [Br:13][C:14]1[CH:15]=[CH:16][C:17]([F:22])=[C:18]([CH2:19][C:10]2[S:9][C:8]([C:4]3[CH:5]=[CH:6][CH:7]=[C:2]([F:1])[CH:3]=3)=[CH:12][CH:11]=2)[CH:21]=1. (2) Given the reactants [N+:1]([C:4]1[C:9]([OH:10])=[C:8]([O:11][CH3:12])[C:7]([O:13][CH3:14])=[C:6]([O:15][CH3:16])[CH:5]=1)([O-:3])=[O:2].C(N(CC)CC)C.[CH2:24]([O:31][CH2:32][C:33](Cl)=[O:34])[C:25]1[CH:30]=[CH:29][CH:28]=[CH:27][CH:26]=1, predict the reaction product. The product is: [CH2:24]([O:31][CH2:32][C:33]([O:10][C:9]1[C:4]([N+:1]([O-:3])=[O:2])=[CH:5][C:6]([O:15][CH3:16])=[C:7]([O:13][CH3:14])[C:8]=1[O:11][CH3:12])=[O:34])[C:25]1[CH:30]=[CH:29][CH:28]=[CH:27][CH:26]=1. (3) Given the reactants [N+:1]([C:4]1[C:20]([N+:21]([O-])=O)=[CH:19][C:7]2[CH2:8][CH2:9][N:10]([C:13](=[O:18])[C:14]([F:17])([F:16])[F:15])[CH2:11][CH2:12][C:6]=2[CH:5]=1)([O-])=O.FC(F)(F)S(O)(=O)=O.FC(F)(F)C(N1CCC2C=CC=CC=2CC1)=O.O, predict the reaction product. The product is: [NH2:21][C:20]1[C:4]([NH2:1])=[CH:5][C:6]2[CH2:12][CH2:11][N:10]([C:13](=[O:18])[C:14]([F:17])([F:15])[F:16])[CH2:9][CH2:8][C:7]=2[CH:19]=1. (4) Given the reactants [N:1]1([C:6]([N:8]2[CH2:13][CH2:12][N:11]([C:14]3[CH:19]=[C:18]([CH3:20])[CH:17]=[C:16]([CH3:21])[CH:15]=3)[CH2:10][CH2:9]2)=[O:7])[CH:5]=[CH:4][N:3]=[CH:2]1.[ClH:22], predict the reaction product. The product is: [ClH:22].[N:1]1([C:6]([N:8]2[CH2:13][CH2:12][N:11]([C:14]3[CH:15]=[C:16]([CH3:21])[CH:17]=[C:18]([CH3:20])[CH:19]=3)[CH2:10][CH2:9]2)=[O:7])[CH:5]=[CH:4][N:3]=[CH:2]1. (5) Given the reactants C([O:8][C:9]1[CH:10]=[C:11]2[C:15](=[CH:16][CH:17]=1)[N:14]([C:18]([O:20][C:21]([CH3:24])([CH3:23])[CH3:22])=[O:19])[CH:13]=[CH:12]2)C1C=CC=CC=1.[H][H], predict the reaction product. The product is: [C:21]([O:20][C:18]([N:14]1[C:15]2[C:11](=[CH:10][C:9]([OH:8])=[CH:17][CH:16]=2)[CH2:12][CH2:13]1)=[O:19])([CH3:24])([CH3:22])[CH3:23]. (6) Given the reactants Br[C:2]1[C:7]([C:8]([F:11])([F:10])[F:9])=[CH:6][C:5]([NH:12][C:13]2[N:17]=[C:16]([NH2:18])[NH:15][N:14]=2)=[CH:4][C:3]=1[Cl:19].[OH:20][CH2:21][CH2:22][NH:23][S:24]([C:27]1[CH:32]=[CH:31][C:30](B(O)O)=[CH:29][CH:28]=1)(=[O:26])=[O:25].O1CCOCC1.C(=O)([O-])[O-].[K+].[K+], predict the reaction product. The product is: [OH:20][CH2:21][CH2:22][NH:23][S:24]([C:27]1[CH:32]=[CH:31][C:30]([C:2]2[C:7]([C:8]([F:11])([F:10])[F:9])=[CH:6][C:5]([NH:12][C:13]3[N:17]=[C:16]([NH2:18])[NH:15][N:14]=3)=[CH:4][C:3]=2[Cl:19])=[CH:29][CH:28]=1)(=[O:26])=[O:25].